This data is from Forward reaction prediction with 1.9M reactions from USPTO patents (1976-2016). The task is: Predict the product of the given reaction. (1) Given the reactants [C:1]([CH2:3][C:4]1[C:12]2[C:7](=[CH:8][CH:9]=[CH:10][CH:11]=2)[N:6]([C:13]([OH:15])=[O:14])[CH:5]=1)#[N:2].C(N(CC)CC)C.[CH3:23][C:24](OC(OC(O[C:24]([CH3:26])([CH3:25])[CH3:23])=O)=O)([CH3:26])[CH3:25], predict the reaction product. The product is: [C:24]([O:14][C:13]([N:6]1[C:7]2[C:12](=[CH:11][CH:10]=[CH:9][CH:8]=2)[C:4]([CH2:3][C:1]#[N:2])=[CH:5]1)=[O:15])([CH3:26])([CH3:25])[CH3:23]. (2) Given the reactants [N+:1]([C:4]1[CH:9]=[CH:8][C:7]([C:10]2[N:15]=[C:14]3[N:16]([CH2:19][C:20]([F:23])([F:22])[F:21])[N:17]=[CH:18][C:13]3=[C:12]([N:24]3[CH:29]4[CH2:30][CH2:31][CH2:32][CH:25]3[CH2:26][O:27][CH2:28]4)[N:11]=2)=[CH:6][CH:5]=1)([O-])=O.C12OC(CC1)CN(C1N=C(C3C=CC(N)=CC=3)N=C3N(CC(F)(F)F)N=CC=13)C2.Cl.C12OC(CC1)CNC2, predict the reaction product. The product is: [CH:25]12[N:24]([C:12]3[N:11]=[C:10]([C:7]4[CH:6]=[CH:5][C:4]([NH2:1])=[CH:9][CH:8]=4)[N:15]=[C:14]4[N:16]([CH2:19][C:20]([F:21])([F:23])[F:22])[N:17]=[CH:18][C:13]=34)[CH:29]([CH2:30][CH2:31][CH2:32]1)[CH2:28][O:27][CH2:26]2. (3) Given the reactants [Si:1]([O:8][CH:9]1[CH2:13][CH2:12][N:11]([CH2:14][CH:15]([N:26]([CH3:37])[C:27](=[O:36])[O:28][CH2:29][C:30]2[CH:35]=[CH:34][CH:33]=[CH:32][CH:31]=2)[C:16]2[CH:21]=[CH:20][CH:19]=[C:18]([C:22](=[NH:25])[NH:23][OH:24])[CH:17]=2)[CH2:10]1)([C:4]([CH3:7])([CH3:6])[CH3:5])([CH3:3])[CH3:2].O([C:39]([C:41]([F:44])([F:43])[F:42])=O)[C:39]([C:41]([F:44])([F:43])[F:42])=O, predict the reaction product. The product is: [CH2:29]([O:28][C:27](=[O:36])[N:26]([C@@H:15]([C:16]1[CH:21]=[CH:20][CH:19]=[C:18]([C:22]2[N:25]=[C:39]([C:41]([F:44])([F:43])[F:42])[O:24][N:23]=2)[CH:17]=1)[CH2:14][N:11]1[CH2:12][CH2:13][C@H:9]([O:8][Si:1]([C:4]([CH3:7])([CH3:6])[CH3:5])([CH3:2])[CH3:3])[CH2:10]1)[CH3:37])[C:30]1[CH:31]=[CH:32][CH:33]=[CH:34][CH:35]=1. (4) The product is: [OH:18][C:17]1[C:16]2[C:11](=[CH:12][CH:13]=[CH:14][CH:15]=2)[C:10]([NH:19][S:20]([C:23]2[S:24][CH:25]=[CH:26][CH:27]=2)(=[O:22])=[O:21])=[CH:9][C:8]=1[S:7][C:6]1[N:2]([CH3:1])[N:3]=[N:4][N:5]=1. Given the reactants [CH3:1][N:2]1[C:6]([S:7][C:8]2[C:17](=[O:18])[C:16]3[C:11](=[CH:12][CH:13]=[CH:14][CH:15]=3)/[C:10](=[N:19]/[S:20]([C:23]3[S:24][CH:25]=[CH:26][CH:27]=3)(=[O:22])=[O:21])/[CH:9]=2)=[N:5][N:4]=[N:3]1.S(S([O-])=O)([O-])=O.[Na+].[Na+].O, predict the reaction product.